Task: Predict the product of the given reaction.. Dataset: Forward reaction prediction with 1.9M reactions from USPTO patents (1976-2016) (1) The product is: [CH3:39][C:40]1[CH:45]=[CH:44][N:43]=[C:42]([C:46]2[CH:47]=[N:48][C:49]([N:52]3[C:60]4[C:55](=[CH:56][CH:57]=[C:58]([C:61]([N:15]5[CH2:14][CH2:13][CH2:12][CH2:10]5)=[O:62])[CH:59]=4)[C:54]([S:64][CH3:65])=[CH:53]3)=[N:50][CH:51]=2)[CH:41]=1. Given the reactants CN(C(ON1N=NC2[CH:12]=[CH:13][CH:14]=[N:15][C:10]1=2)=[N+](C)C)C.F[P-](F)(F)(F)(F)F.C(N(C(C)C)CC)(C)C.N1CCCC1.[CH3:39][C:40]1[CH:45]=[CH:44][N:43]=[C:42]([C:46]2[CH:47]=[N:48][C:49]([N:52]3[C:60]4[C:55](=[CH:56][CH:57]=[C:58]([C:61](O)=[O:62])[CH:59]=4)[C:54]([S:64][CH3:65])=[CH:53]3)=[N:50][CH:51]=2)[CH:41]=1, predict the reaction product. (2) Given the reactants [C:1]([O:4][C:5]1[C:6](=[CH:10][CH:11]=[CH:12][CH:13]=1)[C:7]([OH:9])=O)(=[O:3])[CH3:2].ClC(OCC)=O.Cl.[CH2:21]([O:41][CH:42]([CH2:49][CH3:50])[C:43]([O:45][CH2:46][CH2:47][NH2:48])=[O:44])[CH2:22][CH2:23][CH2:24]/[CH:25]=[CH:26]\[CH2:27]/[CH:28]=[CH:29]\[CH2:30]/[CH:31]=[CH:32]\[CH2:33]/[CH:34]=[CH:35]\[CH2:36]/[CH:37]=[CH:38]\[CH2:39][CH3:40], predict the reaction product. The product is: [CH2:21]([O:41][CH:42]([CH2:49][CH3:50])[C:43]([O:45][CH2:46][CH2:47][NH:48][C:7](=[O:9])[C:6]1[CH:10]=[CH:11][CH:12]=[CH:13][C:5]=1[O:4][C:1](=[O:3])[CH3:2])=[O:44])[CH2:22][CH2:23][CH2:24]/[CH:25]=[CH:26]\[CH2:27]/[CH:28]=[CH:29]\[CH2:30]/[CH:31]=[CH:32]\[CH2:33]/[CH:34]=[CH:35]\[CH2:36]/[CH:37]=[CH:38]\[CH2:39][CH3:40]. (3) Given the reactants [C:1]([O:5][C:6]([N:8]1[CH2:12][C@@H:11]([CH2:13][C@H:14]([CH2:18][C:19]2[CH:24]=[CH:23][C:22]([O:25][CH3:26])=[C:21]([O:27][CH2:28][CH2:29][CH2:30][O:31][CH3:32])[CH:20]=2)[CH:15]([CH3:17])[CH3:16])[C@H:10]([NH2:33])[CH2:9]1)=[O:7])([CH3:4])([CH3:3])[CH3:2].[C:34]1([CH2:40][S:41](Cl)(=[O:43])=[O:42])[CH:39]=[CH:38][CH:37]=[CH:36][CH:35]=1.C(N(CC)CC)C, predict the reaction product. The product is: [C:1]([O:5][C:6]([N:8]1[CH2:12][C@@H:11]([CH2:13][C@H:14]([CH2:18][C:19]2[CH:24]=[CH:23][C:22]([O:25][CH3:26])=[C:21]([O:27][CH2:28][CH2:29][CH2:30][O:31][CH3:32])[CH:20]=2)[CH:15]([CH3:16])[CH3:17])[C@H:10]([NH:33][S:41]([CH2:40][C:34]2[CH:39]=[CH:38][CH:37]=[CH:36][CH:35]=2)(=[O:43])=[O:42])[CH2:9]1)=[O:7])([CH3:2])([CH3:4])[CH3:3].